From a dataset of Forward reaction prediction with 1.9M reactions from USPTO patents (1976-2016). Predict the product of the given reaction. (1) Given the reactants [NH2:1][CH2:2][CH2:3][C:4]1[C:12]2[C:7](=[CH:8][CH:9]=[CH:10][CH:11]=2)[NH:6][CH:5]=1.[C:13]([OH:18])(=[O:17])[CH2:14][CH2:15][CH3:16], predict the reaction product. The product is: [C:13]([OH:18])(=[O:17])[CH2:14][CH2:15][CH3:16].[NH2:1][CH2:2][CH2:3][C:4]1[C:12]2[C:7](=[CH:8][CH:9]=[CH:10][CH:11]=2)[NH:6][CH:5]=1. (2) The product is: [Cl-:2].[Cl:2][C:3]1[CH:9]=[CH:8][C:6]([N+:7]#[N:13])=[C:5]([N+:10]([O-:12])=[O:11])[CH:4]=1. Given the reactants Cl.[Cl:2][C:3]1[CH:9]=[CH:8][C:6]([NH2:7])=[C:5]([N+:10]([O-:12])=[O:11])[CH:4]=1.[N:13]([O-])=O.[Na+], predict the reaction product. (3) The product is: [CH:34]1([NH:37][CH2:1][C@H:3]2[CH2:8][CH2:7][C@H:6]([N:9]3[C:14]4[C:15]5[CH:21]=[CH:20][N:19]([CH2:22][O:23][CH2:24][CH2:25][Si:26]([CH3:29])([CH3:27])[CH3:28])[C:16]=5[N:17]=[CH:18][C:13]=4[C:12](=[O:30])[N:11]([CH2:31][C:32]#[N:33])[CH2:10]3)[CH2:5][CH2:4]2)[CH2:36][CH2:35]1. Given the reactants [CH:1]([C@H:3]1[CH2:8][CH2:7][C@H:6]([N:9]2[C:14]3[C:15]4[CH:21]=[CH:20][N:19]([CH2:22][O:23][CH2:24][CH2:25][Si:26]([CH3:29])([CH3:28])[CH3:27])[C:16]=4[N:17]=[CH:18][C:13]=3[C:12](=[O:30])[N:11]([CH2:31][C:32]#[N:33])[CH2:10]2)[CH2:5][CH2:4]1)=O.[CH:34]1([NH2:37])[CH2:36][CH2:35]1.B.N1C=CC=CC=1C.Cl, predict the reaction product. (4) Given the reactants [C:1]([O:5][C:6](=[O:29])[NH:7][CH:8]([CH3:28])[C:9](=[O:27])[NH:10][C:11]1[N:12]=[C:13]([C:21]#[C:22][Si](C)(C)C)[C:14]2[C:19]([CH:20]=1)=[CH:18][CH:17]=[CH:16][CH:15]=2)([CH3:4])([CH3:3])[CH3:2].[OH-].[K+].CO, predict the reaction product. The product is: [C:1]([O:5][C:6](=[O:29])[NH:7][CH:8]([CH3:28])[C:9]([NH:10][C:11]1[N:12]=[C:13]([C:21]#[CH:22])[C:14]2[C:19]([CH:20]=1)=[CH:18][CH:17]=[CH:16][CH:15]=2)=[O:27])([CH3:4])([CH3:3])[CH3:2]. (5) The product is: [C:15]1([CH:16]([C:17]2[CH:4]=[CH:3][CH:2]=[CH:10][CH:6]=2)[N:9]2[C:10]3[C:6](=[CH:5][CH:4]=[CH:3][C:2]=3[F:1])[C:7](=[O:12])[C:8]2=[O:11])[CH:19]=[CH:20][CH:21]=[CH:22][CH:14]=1. Given the reactants [F:1][C:2]1[CH:3]=[CH:4][CH:5]=[C:6]2[C:10]=1[NH:9][C:8](=[O:11])[C:7]2=[O:12].Cl[C:14]1[CH:22]=[CH:21][CH:20]=[C:19]2[C:15]=1[C:16](=O)[C:17](=O)N2, predict the reaction product. (6) Given the reactants [F:1][C:2]1[CH:7]=[CH:6][C:5]([N:8]([CH3:13])[CH:9]2[CH2:12][NH:11][CH2:10]2)=[C:4]([CH3:14])[CH:3]=1.C(N(CC)CC)C.Cl[C:23]1[N:32]=[CH:31][C:30]([Cl:33])=[CH:29][C:24]=1[C:25]([O:27][CH3:28])=[O:26], predict the reaction product. The product is: [Cl:33][C:30]1[CH:31]=[N:32][C:23]([N:11]2[CH2:12][CH:9]([N:8]([C:5]3[CH:6]=[CH:7][C:2]([F:1])=[CH:3][C:4]=3[CH3:14])[CH3:13])[CH2:10]2)=[C:24]([CH:29]=1)[C:25]([O:27][CH3:28])=[O:26].